This data is from Forward reaction prediction with 1.9M reactions from USPTO patents (1976-2016). The task is: Predict the product of the given reaction. (1) The product is: [CH3:13][O:12][C:6]1[CH:5]=[CH:4][C:3]([CH2:2][S:19][CH2:15][C:16]([O:18][CH3:20])=[O:17])=[N:8][C:7]=1[N+:9]([O-:11])=[O:10]. Given the reactants Br[CH2:2][C:3]1[N:8]=[C:7]([N+:9]([O-:11])=[O:10])[C:6]([O:12][CH3:13])=[CH:5][CH:4]=1.C[CH:15]([SH:19])[C:16]([O-:18])=[O:17].[C:20](=O)([O-])[O-].[K+].[K+], predict the reaction product. (2) Given the reactants [CH3:1][O:2][C:3](=[O:31])[CH2:4][CH2:5][CH2:6][C:7]1([C:25]2[CH:30]=[CH:29][CH:28]=[CH:27][CH:26]=2)[N:11]([C:12](=[O:17])[C:13]([CH3:16])([CH3:15])[CH3:14])[N:10]=[C:9]([NH:18]C(=O)C(C)(C)C)[S:8]1.[BH4-].[Na+], predict the reaction product. The product is: [CH3:1][O:2][C:3](=[O:31])[CH2:4][CH2:5][CH2:6][C:7]1([C:25]2[CH:26]=[CH:27][CH:28]=[CH:29][CH:30]=2)[N:11]([C:12](=[O:17])[C:13]([CH3:16])([CH3:15])[CH3:14])[N:10]=[C:9]([NH2:18])[S:8]1. (3) Given the reactants C(NC(C)C)(C)C.C([Li])CCC.C([N-]C(C)C)(C)C.[Li+].[CH2:21]([N:23]([CH2:34][CH3:35])[C:24](=[O:33])[C:25]1[CH:30]=[CH:29][CH:28]=[C:27]([F:31])[C:26]=1[CH3:32])[CH3:22].[OH:36][CH2:37][C@H:38]1[CH2:42][CH2:41][CH2:40][N:39]1[CH2:43][CH2:44][C:45](N(OC)C)=[O:46], predict the reaction product. The product is: [CH2:34]([N:23]([CH2:21][CH3:22])[C:24](=[O:33])[C:25]1[CH:30]=[CH:29][CH:28]=[C:27]([F:31])[C:26]=1[CH2:32][C:45](=[O:46])[CH2:44][CH2:43][N:39]1[CH2:40][CH2:41][CH2:42][C@@H:38]1[CH2:37][OH:36])[CH3:35]. (4) Given the reactants Br[C:2]1[CH:8]=[CH:7][CH:6]=[CH:5][C:3]=1[NH2:4].[C:9]1(B(O)O)[CH2:14][CH2:13][CH2:12][CH2:11][CH:10]=1.C(=O)([O-])[O-].[Na+].[Na+].C1(C)C=CC=CC=1, predict the reaction product. The product is: [C:9]1([C:2]2[CH:8]=[CH:7][CH:6]=[CH:5][C:3]=2[NH2:4])[CH2:14][CH2:13][CH2:12][CH2:11][CH:10]=1. (5) Given the reactants [C:1]1([C:7]2([CH3:17])[C:12](=[O:13])[N:11]([CH3:14])[C:10](=[O:15])[NH:9][C:8]2=[O:16])[CH2:6][CH2:5][CH2:4][CH2:3][CH:2]=1.CN(C=O)C.C([O-])([O-])=O.[K+].[K+].Cl[CH2:30][C:31]([NH:33][C:34]1[CH:39]=[CH:38][CH:37]=[CH:36][CH:35]=1)=[O:32], predict the reaction product. The product is: [C:1]1([C:7]2([CH3:17])[C:8](=[O:16])[N:9]([C:38]3[CH:37]=[CH:36][CH:35]=[C:34]([NH:33][C:31](=[O:32])[CH3:30])[CH:39]=3)[C:10](=[O:15])[N:11]([CH3:14])[C:12]2=[O:13])[CH2:6][CH2:5][CH2:4][CH2:3][CH:2]=1. (6) Given the reactants [C:1]([C:4]1[C:5]([O:22][CH3:23])=[C:6]([C:12]2[CH:17]=[CH:16][C:15]([C:18]([NH2:20])=[O:19])=[C:14]([F:21])[CH:13]=2)[C:7]([CH3:11])=[C:8]([Cl:10])[CH:9]=1)(=O)[CH3:2].C([O-])(=O)C.[NH4+].C([BH3-])#[N:30].[Na+], predict the reaction product. The product is: [NH2:30][CH:1]([C:4]1[C:5]([O:22][CH3:23])=[C:6]([C:12]2[CH:17]=[CH:16][C:15]([C:18]([NH2:20])=[O:19])=[C:14]([F:21])[CH:13]=2)[C:7]([CH3:11])=[C:8]([Cl:10])[CH:9]=1)[CH3:2]. (7) Given the reactants [OH:1][C:2]1[CH:7]=[CH:6][CH:5]=[CH:4][C:3]=1[S:8][C:9]1[CH:14]=[CH:13][C:12]([N:15]2[CH:19]=[C:18]([NH:20][C:21]([NH2:23])=[O:22])[C:17]([C:24](=[O:26])[NH2:25])=[N:16]2)=[CH:11][CH:10]=1.[OH:27]O, predict the reaction product. The product is: [OH:1][C:2]1[CH:7]=[CH:6][CH:5]=[CH:4][C:3]=1[S:8]([C:9]1[CH:10]=[CH:11][C:12]([N:15]2[CH:19]=[C:18]([NH:20][C:21]([NH2:23])=[O:22])[C:17]([C:24](=[O:26])[NH2:25])=[N:16]2)=[CH:13][CH:14]=1)=[O:27]. (8) Given the reactants C[O:2][C:3](=[O:33])[CH2:4][C:5]1[CH:10]=[CH:9][C:8]([C:11]#[C:12][C:13]2[CH:22]=[C:21]([O:23][CH3:24])[C:20]3[CH:19]([N:25]([CH:27]4[CH2:29][CH2:28]4)[CH3:26])[CH2:18][CH2:17][C:16]([CH3:31])([CH3:30])[C:15]=3[CH:14]=2)=[CH:7][C:6]=1[F:32].[OH-].[Li+], predict the reaction product. The product is: [CH:27]1([N:25]([CH3:26])[CH:19]2[CH2:18][CH2:17][C:16]([CH3:30])([CH3:31])[C:15]3[CH:14]=[C:13]([C:12]#[C:11][C:8]4[CH:9]=[CH:10][C:5]([CH2:4][C:3]([OH:33])=[O:2])=[C:6]([F:32])[CH:7]=4)[CH:22]=[C:21]([O:23][CH3:24])[C:20]2=3)[CH2:28][CH2:29]1.